This data is from Full USPTO retrosynthesis dataset with 1.9M reactions from patents (1976-2016). The task is: Predict the reactants needed to synthesize the given product. The reactants are: C([O:3][C:4](=O)[CH2:5][C:6](=O)[C:7]([F:10])([F:9])[F:8])C.[CH3:13][NH:14][NH2:15].Cl. Given the product [CH3:13][N:14]1[C:4]([OH:3])=[CH:5][C:6]([C:7]([F:10])([F:9])[F:8])=[N:15]1, predict the reactants needed to synthesize it.